Predict which catalyst facilitates the given reaction. From a dataset of Catalyst prediction with 721,799 reactions and 888 catalyst types from USPTO. (1) The catalyst class is: 36. Reactant: [Cl:1][C:2]1[CH:3]=[CH:4][C:5]([C:12]2[C:13]3[N:22]=[C:21]([N:23]4[CH2:28][CH2:27][O:26][CH2:25][CH2:24]4)[S:20][C:14]=3[C:15](=[O:19])[NH:16][CH2:17][CH:18]=2)=[C:6]([CH:11]=1)[C:7]([O:9]C)=[O:8].[OH-].[Na+].O. Product: [Cl:1][C:2]1[CH:3]=[CH:4][C:5]([C:12]2[C:13]3[N:22]=[C:21]([N:23]4[CH2:28][CH2:27][O:26][CH2:25][CH2:24]4)[S:20][C:14]=3[C:15](=[O:19])[NH:16][CH2:17][CH:18]=2)=[C:6]([CH:11]=1)[C:7]([OH:9])=[O:8]. (2) The catalyst class is: 32. Product: [CH3:1][C:2]1[C:7]([NH:8][C:9]([CH2:11][N:12]2[CH2:13][CH2:14][N:15]([CH2:18][CH:19]([OH:30])[CH2:20][O:21][C:22]3[CH:23]=[CH:24][CH:25]=[CH:26][C:27]=3[O:28][CH3:29])[CH2:16][CH2:17]2)=[O:10])=[C:6]([CH3:31])[CH:5]=[CH:4][CH:3]=1.[C:32]([O-:39])(=[O:38])/[CH:33]=[CH:34]\[C:35]([O-:37])=[O:36]. Reactant: [CH3:1][C:2]1[C:7]([NH:8][C:9]([CH2:11][N:12]2[CH2:17][CH2:16][N:15]([CH2:18][CH:19]([OH:30])[CH2:20][O:21][C:22]3[CH:23]=[CH:24][CH:25]=[CH:26][C:27]=3[O:28][CH3:29])[CH2:14][CH2:13]2)=[O:10])=[C:6]([CH3:31])[CH:5]=[CH:4][CH:3]=1.[C:32]([OH:39])(=[O:38])/[CH:33]=[CH:34]\[C:35]([OH:37])=[O:36].